Regression. Given a peptide amino acid sequence and an MHC pseudo amino acid sequence, predict their binding affinity value. This is MHC class I binding data. From a dataset of Peptide-MHC class I binding affinity with 185,985 pairs from IEDB/IMGT. (1) The peptide sequence is IPTFLQEAL. The binding affinity (normalized) is 0.0847. The MHC is HLA-B51:01 with pseudo-sequence HLA-B51:01. (2) The peptide sequence is NSHQRSDSSLV. The MHC is H-2-Kb with pseudo-sequence H-2-Kb. The binding affinity (normalized) is 0.221. (3) The binding affinity (normalized) is 0.434. The MHC is HLA-A02:01 with pseudo-sequence HLA-A02:01. The peptide sequence is SLADTNSLA. (4) The peptide sequence is YSKPWMAFF. The MHC is HLA-A26:01 with pseudo-sequence HLA-A26:01. The binding affinity (normalized) is 0.797. (5) The binding affinity (normalized) is 0.603. The peptide sequence is RLSKRSYLI. The MHC is HLA-A02:01 with pseudo-sequence HLA-A02:01.